This data is from Catalyst prediction with 721,799 reactions and 888 catalyst types from USPTO. The task is: Predict which catalyst facilitates the given reaction. (1) Reactant: [N+:29]([C:26]1[CH:27]=[CH:28][C:23]([O:22]P([O:22][C:23]2[CH:28]=[CH:27][C:26]([N+:29]([O-:31])=[O:30])=[CH:25][CH:24]=2)[O:22][C:23]2[CH:28]=[CH:27][C:26]([N+:29]([O-:31])=[O:30])=[CH:25][CH:24]=2)=[CH:24][CH:25]=1)([O-:31])=[O:30].[OH:32][C:33]1[CH:41]=[C:40]([O:42][CH3:43])[C:39]([O:44][CH3:45])=[CH:38][C:34]=1[C:35](O)=[O:36].OS(O)(=O)=O.CO. Product: [N+:29]([C:26]1[CH:25]=[CH:24][C:23]([O:22][C:35](=[O:36])[C:34]2[CH:38]=[C:39]([O:44][CH3:45])[C:40]([O:42][CH3:43])=[CH:41][C:33]=2[OH:32])=[CH:28][CH:27]=1)([O-:31])=[O:30]. The catalyst class is: 11. (2) Reactant: [CH3:1][NH:2][CH3:3].[CH2:4]([C:7]1[N:8]([CH2:20][CH2:21][C:22](OCC)=[O:23])[C:9]2[C:18]3[CH:17]=[CH:16][CH:15]=[CH:14][C:13]=3[N:12]=[CH:11][C:10]=2[N:19]=1)[CH2:5][CH3:6]. Product: [CH3:1][N:2]([CH3:3])[C:22](=[O:23])[CH2:21][CH2:20][N:8]1[C:9]2[C:18]3[CH:17]=[CH:16][CH:15]=[CH:14][C:13]=3[N:12]=[CH:11][C:10]=2[N:19]=[C:7]1[CH2:4][CH2:5][CH3:6]. The catalyst class is: 1. (3) Reactant: [Br:1][C:2]1[CH:3]=[C:4]([C:15]#[N:16])[N:5]([NH:7]C(=O)OC(C)(C)C)[CH:6]=1.O1CCOCC1.[ClH:23].O1CCOCC1.CCOC(C)=O.CCCCCC. Product: [ClH:23].[NH2:7][N:5]1[CH:6]=[C:2]([Br:1])[CH:3]=[C:4]1[C:15]#[N:16]. The catalyst class is: 27.